From a dataset of Peptide-MHC class I binding affinity with 185,985 pairs from IEDB/IMGT. Regression. Given a peptide amino acid sequence and an MHC pseudo amino acid sequence, predict their binding affinity value. This is MHC class I binding data. (1) The peptide sequence is MLSSFGWIY. The MHC is HLA-A26:01 with pseudo-sequence HLA-A26:01. The binding affinity (normalized) is 0.406. (2) The peptide sequence is GVRQFSGWM. The binding affinity (normalized) is 0.0847. The MHC is HLA-B27:03 with pseudo-sequence HLA-B27:03. (3) The peptide sequence is FARDNQISF. The MHC is HLA-B15:03 with pseudo-sequence HLA-B15:03. The binding affinity (normalized) is 1.00. (4) The peptide sequence is LSLLSACNKI. The MHC is H-2-Db with pseudo-sequence H-2-Db. The binding affinity (normalized) is 0.188. (5) The peptide sequence is FSDESTGAR. The MHC is HLA-A30:01 with pseudo-sequence HLA-A30:01. The binding affinity (normalized) is 0.0847. (6) The peptide sequence is QLFKPLTKK. The binding affinity (normalized) is 0.247. The MHC is HLA-A31:01 with pseudo-sequence HLA-A31:01. (7) The peptide sequence is RTPSPRRRR. The MHC is Patr-A0101 with pseudo-sequence Patr-A0101. The binding affinity (normalized) is 0.160. (8) The peptide sequence is SLSHDFTLV. The MHC is HLA-A68:02 with pseudo-sequence HLA-A68:02. The binding affinity (normalized) is 0.409. (9) The peptide sequence is TVSSFQDIL. The MHC is HLA-A68:02 with pseudo-sequence HLA-A68:02. The binding affinity (normalized) is 0.377.